This data is from Full USPTO retrosynthesis dataset with 1.9M reactions from patents (1976-2016). The task is: Predict the reactants needed to synthesize the given product. (1) Given the product [CH3:47][C:37]1[CH:42]=[CH:41][C:40]([S:43]([O:36][CH2:35][CH2:34]/[CH:33]=[CH:32]/[C:5]2[C:6]3[S:10][CH:9]=[C:8]([C:11]4[CH:16]=[CH:15][C:14]([NH:17][C:18]([C:20]5[N:21]([CH3:29])[C:22]6[C:27]([CH:28]=5)=[CH:26][CH:25]=[CH:24][CH:23]=6)=[O:19])=[C:13]([O:30][CH3:31])[CH:12]=4)[C:7]=3[C:2]([NH2:1])=[N:3][CH:4]=2)(=[O:45])=[O:44])=[CH:39][CH:38]=1, predict the reactants needed to synthesize it. The reactants are: [NH2:1][C:2]1[C:7]2[C:8]([C:11]3[CH:16]=[CH:15][C:14]([NH:17][C:18]([C:20]4[N:21]([CH3:29])[C:22]5[C:27]([CH:28]=4)=[CH:26][CH:25]=[CH:24][CH:23]=5)=[O:19])=[C:13]([O:30][CH3:31])[CH:12]=3)=[CH:9][S:10][C:6]=2[C:5](/[CH:32]=[CH:33]/[CH2:34][CH2:35][OH:36])=[CH:4][N:3]=1.[C:37]1([CH3:47])[CH:42]=[CH:41][C:40]([S:43](Cl)(=[O:45])=[O:44])=[CH:39][CH:38]=1.C(N(CC)CC)C.CC1C=CN=C(N)C=1C. (2) Given the product [CH3:1][C:2]1[S:3][CH:4]=[C:5]([C:7]([NH:9][C:10]2[CH:18]=[C:17]([C:19]3[CH:24]=[CH:23][N:22]=[C:21]4[NH:25][CH:26]=[CH:27][C:20]=34)[CH:16]=[C:15]3[C:11]=2[CH:12]=[N:13][N:14]3[CH3:38])=[O:8])[N:6]=1, predict the reactants needed to synthesize it. The reactants are: [CH3:1][C:2]1[S:3][CH:4]=[C:5]([C:7]([NH:9][C:10]2[CH:18]=[C:17]([C:19]3[CH:24]=[CH:23][N:22]=[C:21]4[N:25](S(C5C=CC(C)=CC=5)(=O)=O)[CH:26]=[CH:27][C:20]=34)[CH:16]=[C:15]3[C:11]=2[CH:12]=[N:13][N:14]3[CH3:38])=[O:8])[N:6]=1.C[Si](C)(C)[O-].[K+]. (3) Given the product [C:27]([O:26][C:25](=[O:31])[NH:24][CH2:23][CH2:22][NH:21][C:16]([C:15]1[CH:14]=[N:13][N:11]2[CH:12]=[C:7]([CH2:6][C:5]3[CH:4]=[CH:3][C:2]([Br:1])=[CH:20][CH:19]=3)[CH:8]=[N:9][C:10]=12)=[O:18])([CH3:30])([CH3:28])[CH3:29], predict the reactants needed to synthesize it. The reactants are: [Br:1][C:2]1[CH:20]=[CH:19][C:5]([CH2:6][C:7]2[CH:8]=[N:9][C:10]3[N:11]([N:13]=[CH:14][C:15]=3[C:16]([OH:18])=O)[CH:12]=2)=[CH:4][CH:3]=1.[NH2:21][CH2:22][CH2:23][NH:24][C:25](=[O:31])[O:26][C:27]([CH3:30])([CH3:29])[CH3:28].CN(C(ON1N=NC2C=CC=CC1=2)=[N+](C)C)C.[B-](F)(F)(F)F.C(N(CC)CC)C. (4) Given the product [C:1]([N:4]1[C:13]2[C:8](=[CH:9][C:10]([C:14]#[N:15])=[CH:11][CH:12]=2)[C@H:7]([NH:16][C:32]2[N:31]=[C:30]([CH2:29][O:28][Si:21]([C:24]([CH3:27])([CH3:26])[CH3:25])([CH3:22])[CH3:23])[CH:35]=[CH:34][N:33]=2)[C@@H:6]([CH3:17])[C@@H:5]1[CH:18]1[CH2:20][CH2:19]1)(=[O:3])[CH3:2], predict the reactants needed to synthesize it. The reactants are: [C:1]([N:4]1[C:13]2[C:8](=[CH:9][C:10]([C:14]#[N:15])=[CH:11][CH:12]=2)[C@H:7]([NH2:16])[C@@H:6]([CH3:17])[C@@H:5]1[CH:18]1[CH2:20][CH2:19]1)(=[O:3])[CH3:2].[Si:21]([O:28][CH2:29][C:30]1[CH:35]=[CH:34][N:33]=[C:32](Cl)[N:31]=1)([C:24]([CH3:27])([CH3:26])[CH3:25])([CH3:23])[CH3:22]. (5) Given the product [C:1]([CH2:3][C@H:4]1[CH2:8][C@H:7]([O:9][S:17]([CH3:20])(=[O:19])=[O:18])[CH2:6][N:5]1[C:10]([O:12][C:13]([CH3:16])([CH3:15])[CH3:14])=[O:11])#[N:2], predict the reactants needed to synthesize it. The reactants are: [C:1]([CH2:3][C@H:4]1[CH2:8][C@H:7]([OH:9])[CH2:6][N:5]1[C:10]([O:12][C:13]([CH3:16])([CH3:15])[CH3:14])=[O:11])#[N:2].[S:17](Cl)([CH3:20])(=[O:19])=[O:18]. (6) Given the product [C:4]1([CH2:3][CH2:2][C:1]([NH:19][C:20]2[CH:33]=[CH:32][C:23]([CH2:24][N:25]3[C:29](=[O:30])[CH2:28][S:27][C:26]3=[O:31])=[CH:22][CH:21]=2)=[O:10])[CH:9]=[CH:8][CH:7]=[CH:6][CH:5]=1, predict the reactants needed to synthesize it. The reactants are: [C:1](Cl)(=[O:10])[CH2:2][CH2:3][C:4]1[CH:9]=[CH:8][CH:7]=[CH:6][CH:5]=1.C(N(CC)CC)C.[NH2:19][C:20]1[CH:33]=[CH:32][C:23]([CH2:24][N:25]2[C:29](=[O:30])[CH2:28][S:27][C:26]2=[O:31])=[CH:22][CH:21]=1.Cl. (7) The reactants are: [C:1]([O:5][C:6](=[O:15])[NH:7][C:8]1[CH:13]=[CH:12][C:11]([OH:14])=[CH:10][CH:9]=1)([CH3:4])([CH3:3])[CH3:2].[Br:16][CH2:17][CH2:18][CH2:19][CH2:20]Br. Given the product [C:1]([O:5][C:6](=[O:15])[NH:7][C:8]1[CH:9]=[CH:10][C:11]([O:14][CH2:20][CH2:19][CH2:18][CH2:17][Br:16])=[CH:12][CH:13]=1)([CH3:4])([CH3:2])[CH3:3], predict the reactants needed to synthesize it. (8) The reactants are: Br[CH2:2][CH2:3][CH2:4][N:5]1[C:13]([S:14][C:15]2[CH:20]=[C:19]([Cl:21])[CH:18]=[C:17]([Cl:22])[CH:16]=2)=[N:12][C:11]2[C:6]1=[N:7][CH:8]=[N:9][C:10]=2[NH2:23].[CH:24]1([C@H:27]([NH2:29])[CH3:28])[CH2:26][CH2:25]1. Given the product [CH:24]1([C@H:27]([NH:29][CH2:2][CH2:3][CH2:4][N:5]2[C:13]([S:14][C:15]3[CH:20]=[C:19]([Cl:21])[CH:18]=[C:17]([Cl:22])[CH:16]=3)=[N:12][C:11]3[C:6]2=[N:7][CH:8]=[N:9][C:10]=3[NH2:23])[CH3:28])[CH2:26][CH2:25]1, predict the reactants needed to synthesize it. (9) Given the product [Br-:8].[CH2:1]([N:14]1[C:15]2[C:24](=[O:25])[C:23]3[C:18]([C:17](=[O:26])[C:16]=2[N+:12]([CH:9]([CH3:10])[CH3:11])=[C:13]1[CH3:27])=[CH:19][CH:20]=[CH:21][CH:22]=3)[C:2]1[CH:7]=[CH:6][CH:5]=[CH:4][CH:3]=1, predict the reactants needed to synthesize it. The reactants are: [CH2:1]([Br:8])[C:2]1[CH:7]=[CH:6][CH:5]=[CH:4][CH:3]=1.[CH:9]([N:12]1[C:16]2[C:17](=[O:26])[C:18]3[C:23]([C:24](=[O:25])[C:15]=2[N:14]=[C:13]1[CH3:27])=[CH:22][CH:21]=[CH:20][CH:19]=3)([CH3:11])[CH3:10]. (10) Given the product [Br:11][C:7]1[CH:6]=[C:5]2[C:4](=[C:9]([Cl:10])[CH:8]=1)[C:3](=[O:14])[N:22]([CH2:20][CH3:21])[CH2:12]2, predict the reactants needed to synthesize it. The reactants are: CO[C:3](=[O:14])[C:4]1[C:9]([Cl:10])=[CH:8][C:7]([Br:11])=[CH:6][C:5]=1[CH2:12]Br.C1COCC1.[CH2:20]([NH2:22])[CH3:21].C([O-])([O-])=O.[K+].[K+].